The task is: Predict the reactants needed to synthesize the given product.. This data is from Full USPTO retrosynthesis dataset with 1.9M reactions from patents (1976-2016). (1) Given the product [CH3:28][O:29][C:30](=[O:41])[CH2:31][CH2:32][C:33]1[CH:38]=[CH:37][C:36]([O:17][CH:14]([CH2:15][CH3:16])[CH2:13][CH2:12][O:11][C:10]2[CH:22]=[CH:23][C:24]([CH2:26][CH3:27])=[CH:25][C:9]=2[C:1](=[O:8])[C:2]2[CH:7]=[CH:6][CH:5]=[CH:4][CH:3]=2)=[CH:35][C:34]=1[CH3:40], predict the reactants needed to synthesize it. The reactants are: [C:1]([C:9]1[CH:25]=[C:24]([CH2:26][CH3:27])[CH:23]=[CH:22][C:10]=1[O:11][CH2:12][CH2:13][CH:14]([O:17]S(C)(=O)=O)[CH2:15][CH3:16])(=[O:8])[C:2]1[CH:7]=[CH:6][CH:5]=[CH:4][CH:3]=1.[CH3:28][O:29][C:30](=[O:41])[CH2:31][CH2:32][C:33]1[CH:38]=[CH:37][C:36](O)=[CH:35][C:34]=1[CH3:40].C(=O)([O-])[O-].[Cs+].[Cs+]. (2) Given the product [F:25][C:2]1([F:1])[CH2:7][CH2:6][CH:5]([CH2:8][C@H:9]2[CH2:14][C@@H:13]([C:15]3[O:19][NH:18][C:17](=[O:20])[CH:16]=3)[CH2:12][CH2:11][NH:10]2)[CH2:4][CH2:3]1, predict the reactants needed to synthesize it. The reactants are: [F:1][C:2]1([F:25])[CH2:7][CH2:6][CH:5]([CH2:8][C@H:9]2[CH2:14][C@@H:13]([C:15]3[O:19][NH:18][C:17](=[O:20])[CH:16]=3)[CH2:12][CH2:11][N:10]2C(OC)=O)[CH2:4][CH2:3]1.Br. (3) Given the product [Br:20][C:19]1([Br:22])[CH2:7][C:6]1([CH2:1][CH2:2][CH2:3][CH2:4][CH3:5])[CH2:8][CH2:9][CH2:10][CH2:11][CH3:12], predict the reactants needed to synthesize it. The reactants are: [CH2:1]([C:6]([CH2:8][CH2:9][CH2:10][CH2:11][CH3:12])=[CH2:7])[CH2:2][CH2:3][CH2:4][CH3:5].CC(C)([O-])C.[K+].[CH:19]([Br:22])(Br)[Br:20].Cl. (4) Given the product [CH2:1]([O:3][C:4]([N:6]1[C:15]2[C:10](=[CH:11][C:12]([C:16]([F:19])([F:18])[F:17])=[CH:13][CH:14]=2)[C:9](=[N:24][NH2:25])[CH2:8][C@H:7]1[CH2:21][CH3:22])=[O:5])[CH3:2], predict the reactants needed to synthesize it. The reactants are: [CH2:1]([O:3][C:4]([N:6]1[C:15]2[C:10](=[CH:11][C:12]([C:16]([F:19])([F:18])[F:17])=[CH:13][CH:14]=2)[C:9](=O)[CH2:8][C@H:7]1[CH2:21][CH3:22])=[O:5])[CH3:2].O.[NH2:24][NH2:25]. (5) Given the product [NH2:1][C:2]1[C:11]2[N:10]=[CH:9][CH:8]=[CH:7][C:6]=2[C:5]2[CH:12]=[CH:13][C:14]([C:16](=[O:18])[CH3:17])=[CH:15][C:4]=2[N:3]=1, predict the reactants needed to synthesize it. The reactants are: [NH2:1][C:2]1[C:11]2[N:10]=[CH:9][CH:8]=[CH:7][C:6]=2[C:5]2[CH:12]=[CH:13][C:14]([CH:16]([OH:18])[CH3:17])=[CH:15][C:4]=2[N:3]=1. (6) The reactants are: [N:1]1[N:5]2[C:6]3[CH:25]=[CH:24][CH:23]=[N:22][C:7]=3[O:8][C:9]3([CH2:14][CH2:13][N:12](C(OC(C)(C)C)=O)[CH2:11][CH2:10]3)[C:4]2=[CH:3][CH:2]=1.[ClH:26].O1CCOCC1. Given the product [ClH:26].[N:1]1[N:5]2[C:6]3[CH:25]=[CH:24][CH:23]=[N:22][C:7]=3[O:8][C:9]3([CH2:10][CH2:11][NH:12][CH2:13][CH2:14]3)[C:4]2=[CH:3][CH:2]=1, predict the reactants needed to synthesize it.